This data is from Forward reaction prediction with 1.9M reactions from USPTO patents (1976-2016). The task is: Predict the product of the given reaction. The product is: [ClH:35].[ClH:43].[Cl:35][C:32]1[CH:33]=[CH:34][C:29]([C:27]2[S:26][C:23]3[C:24](=[O:25])[N:19]([CH2:18][CH2:17][C:14]4[CH:13]=[CH:12][C:11]([CH2:10][N:8]([CH3:9])[CH2:7][C:6]([OH:36])=[O:5])=[CH:16][CH:15]=4)[CH:20]=[N:21][C:22]=3[CH:28]=2)=[CH:30][CH:31]=1. Given the reactants C([O:5][C:6](=[O:36])[CH2:7][N:8]([CH2:10][C:11]1[CH:16]=[CH:15][C:14]([CH2:17][CH2:18][N:19]2[C:24](=[O:25])[C:23]3[S:26][C:27]([C:29]4[CH:34]=[CH:33][C:32]([Cl:35])=[CH:31][CH:30]=4)=[CH:28][C:22]=3[N:21]=[CH:20]2)=[CH:13][CH:12]=1)[CH3:9])(C)(C)C.C(OCC)(=O)C.[ClH:43], predict the reaction product.